From a dataset of Reaction yield outcomes from USPTO patents with 853,638 reactions. Predict the reaction yield, written as a fraction of the theoretical maximum amount of product (1.0 means a 100% yield; for example, 0.34 means a 34% yield). (1) The reactants are [Cl:1][C:2]1[CH:3]=[C:4]2[C:10]([C:11]3[N:16]=[C:15]([NH:17][CH:18]4[CH2:21][N:20](S(CC5CCCC5)(=O)=O)[CH2:19]4)[C:14]([F:31])=[CH:13][N:12]=3)=[CH:9][NH:8][C:5]2=[N:6][CH:7]=1.[CH3:32][O:33][CH2:34][C:35](Cl)=[O:36]. No catalyst specified. The product is [Cl:1][C:2]1[CH:3]=[C:4]2[C:10]([C:11]3[N:16]=[C:15]([NH:17][CH:18]4[CH2:19][N:20]([C:35](=[O:36])[CH2:34][O:33][CH3:32])[CH2:21]4)[C:14]([F:31])=[CH:13][N:12]=3)=[CH:9][NH:8][C:5]2=[N:6][CH:7]=1. The yield is 0.510. (2) The reactants are [C:1]([O:5][C:6]([N:8]([CH2:19][C:20]1[CH:25]=[CH:24][CH:23]=[CH:22][CH:21]=1)[C@H:9]([CH2:17][OH:18])[CH2:10][C:11]1[CH:16]=[CH:15][CH:14]=[CH:13][CH:12]=1)=[O:7])([CH3:4])([CH3:3])[CH3:2].C(N(CC)CC)C.O. The catalyst is CS(C)=O. The product is [C:1]([O:5][C:6]([N:8]([CH2:19][C:20]1[CH:21]=[CH:22][CH:23]=[CH:24][CH:25]=1)[C@H:9]([CH:17]=[O:18])[CH2:10][C:11]1[CH:12]=[CH:13][CH:14]=[CH:15][CH:16]=1)=[O:7])([CH3:4])([CH3:2])[CH3:3]. The yield is 1.00. (3) The reactants are [S:1]1[CH:5]=[CH:4][CH:3]=[C:2]1[C:6](Cl)=[O:7].[CH3:9][N:10]1[C:19]2[C:14](=[CH:15][C:16]([CH3:20])=[CH:17][CH:18]=2)[C:13]([N:21]2[CH2:26][CH2:25][NH:24][CH2:23][CH2:22]2)=[C:12]([C:27]#[N:28])[C:11]1=[O:29]. The catalyst is N1C=CC=CC=1. The product is [CH3:9][N:10]1[C:19]2[C:14](=[CH:15][C:16]([CH3:20])=[CH:17][CH:18]=2)[C:13]([N:21]2[CH2:26][CH2:25][N:24]([C:6]([C:2]3[S:1][CH:5]=[CH:4][CH:3]=3)=[O:7])[CH2:23][CH2:22]2)=[C:12]([C:27]#[N:28])[C:11]1=[O:29]. The yield is 0.700. (4) The reactants are [CH2:1]([NH:8][C:9]1[N:14]2[N:15]=[CH:16][C:17]([C:18]([O:20][CH2:21][CH3:22])=[O:19])=[C:13]2[N:12]=[CH:11][C:10]=1[C:23](O)=[O:24])[C:2]1[CH:7]=[CH:6][CH:5]=[CH:4][CH:3]=1.[NH:26]1[CH2:31][CH2:30][C:29]2([C:39]3[C:34](=[CH:35][CH:36]=[CH:37][CH:38]=3)[N:33]([C:40]([O:42][C:43]([CH3:46])([CH3:45])[CH3:44])=[O:41])[CH2:32]2)[CH2:28][CH2:27]1. No catalyst specified. The product is [CH2:1]([NH:8][C:9]1[N:14]2[N:15]=[CH:16][C:17]([C:18]([O:20][CH2:21][CH3:22])=[O:19])=[C:13]2[N:12]=[CH:11][C:10]=1[C:23]([N:26]1[CH2:27][CH2:28][C:29]2([C:39]3[C:34](=[CH:35][CH:36]=[CH:37][CH:38]=3)[N:33]([C:40]([O:42][C:43]([CH3:46])([CH3:45])[CH3:44])=[O:41])[CH2:32]2)[CH2:30][CH2:31]1)=[O:24])[C:2]1[CH:7]=[CH:6][CH:5]=[CH:4][CH:3]=1. The yield is 0.790.